Dataset: Forward reaction prediction with 1.9M reactions from USPTO patents (1976-2016). Task: Predict the product of the given reaction. (1) The product is: [CH3:3][N:4]([C:30]1[N:31]=[CH:32][CH:33]=[CH:34][N:35]=1)[CH2:5][CH2:6][O:7][C:8]1[CH:9]=[CH:10][C:11]([CH2:12][O:13]/[N:14]=[C:15](/[C:22]2[CH:23]=[CH:24][CH:25]=[CH:26][CH:27]=2)\[CH2:16][CH2:17][C:18]([OH:20])=[O:19])=[CH:28][CH:29]=1. Given the reactants [OH-].[Na+].[CH3:3][N:4]([C:30]1[N:35]=[CH:34][CH:33]=[CH:32][N:31]=1)[CH2:5][CH2:6][O:7][C:8]1[CH:29]=[CH:28][C:11]([CH2:12][O:13]/[N:14]=[C:15](/[C:22]2[CH:27]=[CH:26][CH:25]=[CH:24][CH:23]=2)\[CH2:16][CH2:17][C:18]([O:20]C)=[O:19])=[CH:10][CH:9]=1.CO.Cl, predict the reaction product. (2) Given the reactants [CH2:1]([O:3][C:4](=[O:40])[CH2:5][CH2:6][CH2:7][O:8][C:9]1[CH:14]=[CH:13][CH:12]=[C:11]([CH2:15][CH2:16][CH2:17][CH2:18][CH2:19][CH2:20][O:21][C:22]2[CH:27]=[C:26]([S:28]([CH3:31])(=[O:30])=[O:29])[CH:25]=[C:24](I)[CH:23]=2)[C:10]=1[CH2:33][CH2:34][C:35]([O:37][CH2:38][CH3:39])=[O:36])[CH3:2].[O:41]1[C:46]2[CH:47]=[CH:48][CH:49]=[CH:50][C:45]=2[O:44][CH2:43][CH:42]1B(O)O.C(=O)([O-])[O-].[Cs+].[Cs+].C(COC)OC, predict the reaction product. The product is: [CH2:1]([O:3][C:4](=[O:40])[CH2:5][CH2:6][CH2:7][O:8][C:9]1[CH:14]=[CH:13][CH:12]=[C:11]([CH2:15][CH2:16][CH2:17][CH2:18][CH2:19][CH2:20][O:21][C:22]2[CH:27]=[C:26]([S:28]([CH3:31])(=[O:30])=[O:29])[CH:25]=[C:24]([C:49]3[CH:48]=[CH:47][C:46]4[O:41][CH2:42][CH2:43][O:44][C:45]=4[CH:50]=3)[CH:23]=2)[C:10]=1[CH2:33][CH2:34][C:35]([O:37][CH2:38][CH3:39])=[O:36])[CH3:2]. (3) The product is: [C:20]([C:17]1[CH:18]=[CH:19][C:14]([CH2:13][NH:12][C:10](=[O:11])[CH:9]([C:4]2[C:5]([F:8])=[CH:6][CH:7]=[C:2]([NH:1][C:2]3[CH:3]=[CH:4][CH:5]=[CH:6][CH:7]=3)[C:3]=2[F:24])[O:22][CH3:23])=[CH:15][CH:16]=1)#[N:21]. Given the reactants [NH2:1][C:2]1[C:3]([F:24])=[C:4]([CH:9]([O:22][CH3:23])[C:10]([NH:12][CH2:13][C:14]2[CH:19]=[CH:18][C:17]([C:20]#[N:21])=[CH:16][CH:15]=2)=[O:11])[C:5]([F:8])=[CH:6][CH:7]=1, predict the reaction product. (4) The product is: [F:1][C:2]([F:21])([F:20])[S:3]([O:22][C:23]1[CH:32]=[CH:31][CH:30]=[C:29]2[C:24]=1[CH2:25][CH2:26][C:27](=[O:33])[NH:28]2)(=[O:5])=[O:4]. Given the reactants [F:1][C:2]([F:21])([F:20])[S:3](N(C1C=CC=CC=1)[S:3]([C:2]([F:21])([F:20])[F:1])(=[O:5])=[O:4])(=[O:5])=[O:4].[OH:22][C:23]1[CH:32]=[CH:31][CH:30]=[C:29]2[C:24]=1[CH2:25][CH2:26][C:27](=[O:33])[NH:28]2.C(N(CC)CC)C, predict the reaction product. (5) Given the reactants C1(C)C=CC(S([N:10]2[CH2:18][C:17]3[C:12](=[CH:13][CH:14]=[C:15]([Cl:19])[CH:16]=3)[CH2:11]2)(=O)=O)=CC=1.C1(O)C=CC=CC=1.Br.C(O)(=O)CC, predict the reaction product. The product is: [ClH:19].[ClH:19].[Cl:19][C:15]1[CH:16]=[C:17]2[C:12](=[CH:13][CH:14]=1)[CH2:11][NH:10][CH2:18]2. (6) The product is: [CH3:1][O:2][C:3]([C:5]1[CH:9]=[CH:8][S:7][C:6]=1[NH:10][C:11]([C:13]1[CH:17]=[CH:16][N:15]([C:24]([C:20]2[S:21][CH:22]=[CH:23][C:19]=2[CH3:18])=[O:25])[N:14]=1)=[O:12])=[O:4]. Given the reactants [CH3:1][O:2][C:3]([C:5]1[CH:9]=[CH:8][S:7][C:6]=1[NH:10][C:11]([C:13]1[CH:17]=[CH:16][NH:15][N:14]=1)=[O:12])=[O:4].[CH3:18][C:19]1[CH:23]=[CH:22][S:21][C:20]=1[C:24](Cl)=[O:25], predict the reaction product. (7) Given the reactants [CH3:1][C:2]1[CH:3]=[N:4][N:5]([C:7]2[CH:14]=[CH:13][C:10]([CH:11]=O)=[CH:9][CH:8]=2)[CH:6]=1.N1(C2C=C[C:23]([CH:24]=[O:25])=CC=2)C=CC=N1, predict the reaction product. The product is: [CH3:1][C:2]1[CH:3]=[N:4][N:5]([C:7]2[CH:14]=[CH:13][C:10]([CH:11]=[CH:23][CH:24]=[O:25])=[CH:9][CH:8]=2)[CH:6]=1. (8) Given the reactants [NH:1]1[CH:5]=[C:4]([C:6]([OH:8])=[O:7])[CH:3]=[N:2]1.Cl.[CH3:10]O, predict the reaction product. The product is: [NH:1]1[CH:5]=[C:4]([C:6]([O:8][CH3:10])=[O:7])[CH:3]=[N:2]1.